From a dataset of Full USPTO retrosynthesis dataset with 1.9M reactions from patents (1976-2016). Predict the reactants needed to synthesize the given product. (1) Given the product [N:16]1[CH:17]=[CH:18][CH:19]=[CH:20][C:15]=1[N:12]1[C:11]2[CH:10]=[CH:9][CH:8]=[CH:7][C:6]=2[C:5]2[C:13]1=[CH:1][CH:2]=[CH:3][CH:4]=2, predict the reactants needed to synthesize it. The reactants are: [CH:1]1[C:13]2[NH:12][C:11]3[C:6](=[CH:7][CH:8]=[CH:9][CH:10]=3)[C:5]=2[CH:4]=[CH:3][CH:2]=1.Br[C:15]1[CH:20]=[CH:19][CH:18]=[CH:17][N:16]=1.CC(C)([O-])C.[Na+]. (2) Given the product [CH3:1][C:2]1[CH:7]=[CH:6][CH:5]=[C:4]([CH3:8])[C:3]=1[N:9]1[C:14](=[O:15])[O:26][NH:12][C:10]1=[O:11], predict the reactants needed to synthesize it. The reactants are: [CH3:1][C:2]1[CH:7]=[CH:6][CH:5]=[C:4]([CH3:8])[C:3]=1[N:9](O)[C:10]([NH2:12])=[O:11].[C:14](C1NC=CN=1)(C1NC=CN=1)=[O:15].[O:26]1CCCC1. (3) The reactants are: [C:1]([O:5][C@@H:6]([C:11]1[C:12]([CH3:31])=[N:13][C:14]2[N:15]([N:18]=[C:19]([C:21]3[CH:30]=[CH:29][C:28]4[CH2:27][CH2:26][CH2:25][CH2:24][C:23]=4[CH:22]=3)[CH:20]=2)[C:16]=1Cl)[C:7]([O:9][CH3:10])=[O:8])([CH3:4])([CH3:3])[CH3:2].[F:32][C:33]1[CH:34]=[C:35](B2OC(C)(C)C(C)(C)O2)[C:36]([CH3:43])=[C:37]2[C:42]=1[O:41][CH2:40][CH2:39][CH2:38]2.C([O-])([O-])=O.[Na+].[Na+]. Given the product [C:1]([O:5][C@@H:6]([C:11]1[C:12]([CH3:31])=[N:13][C:14]2[N:15]([N:18]=[C:19]([C:21]3[CH:30]=[CH:29][C:28]4[CH2:27][CH2:26][CH2:25][CH2:24][C:23]=4[CH:22]=3)[CH:20]=2)[C:16]=1[C:35]1[C:36]([CH3:43])=[C:37]2[C:42](=[C:33]([F:32])[CH:34]=1)[O:41][CH2:40][CH2:39][CH2:38]2)[C:7]([O:9][CH3:10])=[O:8])([CH3:4])([CH3:3])[CH3:2], predict the reactants needed to synthesize it. (4) Given the product [NH2:20][C@@H:16]([CH:17]([CH3:18])[CH3:19])[C:15]([N:14]1[C:9]2=[N:10][CH:11]=[CH:12][CH:13]=[C:8]2[CH2:7][CH:6]1[C:4]([NH:3][CH2:1][CH3:2])=[O:5])=[O:38], predict the reactants needed to synthesize it. The reactants are: [CH2:1]([NH:3][C:4]([CH:6]1[N:14]([C:15](=[O:38])[C@@H:16]([NH:20]C(=O)OCC2C3C=CC=CC=3C3C2=CC=CC=3)[CH:17]([CH3:19])[CH3:18])[C:9]2=[N:10][CH:11]=[CH:12][CH:13]=[C:8]2[CH2:7]1)=[O:5])[CH3:2].N1CCCCC1. (5) Given the product [CH3:1][C:2]1[CH:7]=[CH:6][C:5]([N:8]2[CH2:28][CH2:27][NH:16][CH2:15][CH2:14]2)=[C:4]([C:9]([F:10])([F:11])[F:12])[CH:3]=1, predict the reactants needed to synthesize it. The reactants are: [CH3:1][C:2]1[CH:7]=[CH:6][C:5]([NH2:8])=[C:4]([C:9]([F:12])([F:11])[F:10])[CH:3]=1.Cl[CH2:14][CH2:15][N:16]([CH2:27][CH2:28]Cl)S(C1C=CC(C)=CC=1)(=O)=O. (6) Given the product [CH3:1][O:2][C:3]1[C:8]([CH2:9][N:10]2[CH2:11][CH2:12][CH:13]([CH:16]=[O:17])[CH2:14][CH2:15]2)=[CH:7][CH:6]=[CH:5][N:4]=1, predict the reactants needed to synthesize it. The reactants are: [CH3:1][O:2][C:3]1[C:8]([CH2:9][N:10]2[CH2:15][CH2:14][CH:13]([CH2:16][OH:17])[CH2:12][CH2:11]2)=[CH:7][CH:6]=[CH:5][N:4]=1.C(N(CC)CC)C.O. (7) The reactants are: [F:1][C:2]1[C:11]2[CH2:10][O:9][C:8](=[O:12])[N:7]([CH3:13])[C:6]=2[C:5]([F:14])=[CH:4][C:3]=1[N+:15]([O-])=O.[Cl-].[NH4+]. Given the product [NH2:15][C:3]1[CH:4]=[C:5]([F:14])[C:6]2[N:7]([CH3:13])[C:8](=[O:12])[O:9][CH2:10][C:11]=2[C:2]=1[F:1], predict the reactants needed to synthesize it.